Task: Predict the reaction yield, written as a fraction of the theoretical maximum amount of product (1.0 means a 100% yield; for example, 0.34 means a 34% yield).. Dataset: Reaction yield outcomes from USPTO patents with 853,638 reactions (1) The reactants are [NH2:1][C@H:2]1[CH2:6][CH2:5][N:4]([CH:7]2[CH2:12][CH2:11][N:10]([C:13]([O:15][CH2:16][C:17]3[CH:22]=[CH:21][CH:20]=[CH:19][CH:18]=3)=[O:14])[CH2:9][CH2:8]2)[C:3]1=[O:23].C1C=CC(P(C2C=CC3C(=CC=CC=3)C=2C2C3C(=CC=CC=3)C=CC=2P(C2C=CC=CC=2)C2C=CC=CC=2)C2C=CC=CC=2)=CC=1.Br[C:71]1[CH:76]=[C:75]([CH3:77])[C:74]([S:78]([CH3:81])(=[O:80])=[O:79])=[CH:73][C:72]=1[F:82].C([O-])([O-])=O.[Cs+].[Cs+]. The catalyst is C1(C)C=CC=CC=1.C1C=CC(/C=C/C(/C=C/C2C=CC=CC=2)=O)=CC=1.C1C=CC(/C=C/C(/C=C/C2C=CC=CC=2)=O)=CC=1.C1C=CC(/C=C/C(/C=C/C2C=CC=CC=2)=O)=CC=1.[Pd].[Pd]. The product is [F:82][C:72]1[CH:73]=[C:74]([S:78]([CH3:81])(=[O:80])=[O:79])[C:75]([CH3:77])=[CH:76][C:71]=1[NH:1][C@H:2]1[CH2:6][CH2:5][N:4]([CH:7]2[CH2:12][CH2:11][N:10]([C:13]([O:15][CH2:16][C:17]3[CH:22]=[CH:21][CH:20]=[CH:19][CH:18]=3)=[O:14])[CH2:9][CH2:8]2)[C:3]1=[O:23]. The yield is 0.761. (2) The reactants are [NH2:1][C@@H:2]([CH2:7][C:8]1[CH:13]=[CH:12][C:11]([O:14][CH3:15])=[C:10]([O:16][CH2:17][C:18]2[CH:23]=[CH:22][CH:21]=[CH:20][CH:19]=2)[CH:9]=1)[C:3]([O:5][CH3:6])=[O:4].[C:24]([NH:31][C@H:32]([C:35](O)=[O:36])[CH2:33][OH:34])([O:26][C:27]([CH3:30])([CH3:29])[CH3:28])=[O:25].CN(C(ON1N=NC2C=CC=NC1=2)=[N+](C)C)C.F[P-](F)(F)(F)(F)F.CCN(C(C)C)C(C)C. The catalyst is CN(C=O)C.O.CCOC(C)=O. The product is [CH2:17]([O:16][C:10]1[CH:9]=[C:8]([CH2:7][C@H:2]([NH:1][C:33](=[O:34])[C@@H:32]([NH:31][C:24]([O:26][C:27]([CH3:29])([CH3:28])[CH3:30])=[O:25])[CH2:35][OH:36])[C:3]([O:5][CH3:6])=[O:4])[CH:13]=[CH:12][C:11]=1[O:14][CH3:15])[C:18]1[CH:19]=[CH:20][CH:21]=[CH:22][CH:23]=1. The yield is 0.730. (3) The reactants are Br[CH:2]([CH2:6][CH2:7][CH2:8][CH3:9])[C:3]([OH:5])=[O:4].[O:10]([C:17]1[CH:22]=[CH:21][C:20]([OH:23])=[CH:19][CH:18]=1)[C:11]1[CH:16]=[CH:15][CH:14]=[CH:13][CH:12]=1.[NH2:24][C:25]1[S:26][CH:27]=[CH:28][N:29]=1. The catalyst is C1COCC1. The product is [O:10]([C:17]1[CH:18]=[CH:19][C:20]([O:23][CH:2]([CH2:6][CH2:7][CH2:8][CH3:9])[C:3]([OH:5])=[O:4])=[CH:21][CH:22]=1)[C:11]1[CH:12]=[CH:13][CH:14]=[CH:15][CH:16]=1.[O:10]([C:17]1[CH:18]=[CH:19][C:20]([O:23][CH:2]([CH2:6][CH2:7][CH2:8][CH3:9])[C:3]([NH:24][C:25]2[S:26][CH:27]=[CH:28][N:29]=2)=[O:5])=[CH:21][CH:22]=1)[C:11]1[CH:16]=[CH:15][CH:14]=[CH:13][CH:12]=1. The yield is 0.870. (4) The reactants are Cl.O.O.[CH2:4]=[C:5]1[C:10](=[O:11])[CH:9]2[CH2:12][CH2:13][N:6]1[CH2:7][CH2:8]2.C([O-])([O-])=O.[K+].[K+].C(Cl)Cl. The catalyst is O. The product is [CH2:4]=[C:5]1[C:10](=[O:11])[CH:9]2[CH2:12][CH2:13][N:6]1[CH2:7][CH2:8]2. The yield is 1.00. (5) The reactants are [Cl:1][C:2]1[C:3]([F:44])=[C:4]([C@@H:8]2[C@:12]([C:15]3[CH:20]=[CH:19][C:18]([Cl:21])=[CH:17][C:16]=3[F:22])([C:13]#[N:14])[C@H:11]([CH2:23][C:24]([CH3:27])([CH3:26])[CH3:25])[NH:10][C@H:9]2[C:28]([NH:30][C:31]2[CH:32]=[CH:33][C:34]3[O:38][C:37]([C:39]([O:41]C)=[O:40])=[N:36][C:35]=3[CH:43]=2)=[O:29])[CH:5]=[CH:6][CH:7]=1.O.[OH-].[Li+].Cl. The catalyst is C1COCC1.O. The product is [Cl:1][C:2]1[C:3]([F:44])=[C:4]([C@@H:8]2[C@:12]([C:15]3[CH:20]=[CH:19][C:18]([Cl:21])=[CH:17][C:16]=3[F:22])([C:13]#[N:14])[C@H:11]([CH2:23][C:24]([CH3:27])([CH3:25])[CH3:26])[NH:10][C@H:9]2[C:28]([NH:30][C:31]2[CH:32]=[CH:33][C:34]3[O:38][C:37]([C:39]([OH:41])=[O:40])=[N:36][C:35]=3[CH:43]=2)=[O:29])[CH:5]=[CH:6][CH:7]=1. The yield is 0.124. (6) The reactants are [NH:1]1[CH2:5][CH2:4][CH:3]([OH:6])[CH2:2]1.Cl[C:8]1[C:9]2[CH:16]=[CH:15][S:14][C:10]=2[N:11]=[CH:12][N:13]=1.CCN(C(C)C)C(C)C.[N+](C1C=CC([O:35][C:36](=O)[NH:37][C:38]2[CH:43]=[CH:42][C:41]([CH:44]([CH3:46])[CH3:45])=[CH:40][CH:39]=2)=CC=1)([O-])=O.[H-].[Na+].C([O-])([O-])=O.[K+].[K+]. No catalyst specified. The product is [N:11]1[C:10]2[S:14][CH:15]=[CH:16][C:9]=2[C:8]([N:1]2[CH2:5][CH2:4][CH:3]([O:6][C:36](=[O:35])[NH:37][C:38]3[CH:43]=[CH:42][C:41]([CH:44]([CH3:45])[CH3:46])=[CH:40][CH:39]=3)[CH2:2]2)=[N:13][CH:12]=1. The yield is 0.720. (7) The reactants are [C:1]([C:3]1[CH:4]=[N:5][CH:6]=[C:7]([CH:20]=1)[C:8]([N:10]=[S@@:11]([CH3:19])(=[O:18])[C:12]1[CH:17]=[CH:16][CH:15]=[CH:14][CH:13]=1)=[O:9])#[CH:2].I[C:22]1[CH:30]=[C:26]([C:27]([OH:29])=[O:28])[C:25]([OH:31])=[CH:24][CH:23]=1. No catalyst specified. The product is [OH:31][C:25]1[CH:24]=[CH:23][C:22]([C:2]#[C:1][C:3]2[CH:4]=[N:5][CH:6]=[C:7]([C:8]([N:10]=[S@@:11]([CH3:19])(=[O:18])[C:12]3[CH:13]=[CH:14][CH:15]=[CH:16][CH:17]=3)=[O:9])[CH:20]=2)=[CH:30][C:26]=1[C:27]([OH:29])=[O:28]. The yield is 0.450. (8) The reactants are Br[C:2]1[CH:10]=[CH:9][C:5]([C:6]([OH:8])=[O:7])=[CH:4][C:3]=1[O:11][CH3:12].[Li]CCCC.[CH3:18][C:19]([CH3:21])=[O:20].Cl. The catalyst is C1COCC1.[OH-].[Na+]. The product is [OH:20][C:19]([C:2]1[CH:10]=[CH:9][C:5]([C:6]([OH:8])=[O:7])=[CH:4][C:3]=1[O:11][CH3:12])([CH3:21])[CH3:18]. The yield is 0.340. (9) The reactants are C([O:8][C:9]1[C:14](=[O:15])[C:13]([CH:16]([O:21][CH3:22])[C:17]([F:20])([F:19])[F:18])=[CH:12][NH:11][C:10]=1[CH3:23])C1C=CC=CC=1. The catalyst is CO.[Pd]. The product is [OH:8][C:9]1[C:14](=[O:15])[C:13]([CH:16]([O:21][CH3:22])[C:17]([F:18])([F:19])[F:20])=[CH:12][NH:11][C:10]=1[CH3:23]. The yield is 0.610. (10) The reactants are [CH3:1][C:2]1[NH:3][C:4]2[C:9]([C:10]=1[C:11]([O:13][CH2:14][CH3:15])=[O:12])=[CH:8][CH:7]=[CH:6][CH:5]=2.[H-].[Na+].Br[CH:19]([C:21]1[CH:26]=[CH:25][CH:24]=[CH:23][CH:22]=1)[CH3:20]. The catalyst is CN(C)C=O. The product is [CH3:1][C:2]1[N:3]([CH:19]([C:21]2[CH:26]=[CH:25][CH:24]=[CH:23][CH:22]=2)[CH3:20])[C:4]2[C:9]([C:10]=1[C:11]([O:13][CH2:14][CH3:15])=[O:12])=[CH:8][CH:7]=[CH:6][CH:5]=2. The yield is 0.560.